Dataset: Peptide-MHC class I binding affinity with 185,985 pairs from IEDB/IMGT. Task: Regression. Given a peptide amino acid sequence and an MHC pseudo amino acid sequence, predict their binding affinity value. This is MHC class I binding data. (1) The peptide sequence is SLVWAPLILAYF. The MHC is HLA-A02:03 with pseudo-sequence HLA-A02:03. The binding affinity (normalized) is 0.129. (2) The peptide sequence is SSVNVSLTAI. The MHC is HLA-A68:02 with pseudo-sequence HLA-A68:02. The binding affinity (normalized) is 0.518. (3) The peptide sequence is IPLTEEAEL. The MHC is HLA-B15:01 with pseudo-sequence HLA-B15:01. The binding affinity (normalized) is 0. (4) The peptide sequence is NPIRVGMSM. The MHC is H-2-Ld with pseudo-sequence H-2-Ld. The binding affinity (normalized) is 0.416.